From a dataset of Full USPTO retrosynthesis dataset with 1.9M reactions from patents (1976-2016). Predict the reactants needed to synthesize the given product. (1) Given the product [CH3:15][C:14]([CH:13]=[CH:12][C:6]1[CH:11]=[CH:10][CH:9]=[CH:8][CH:7]=1)=[CH:17][C:18]([OH:21])=[O:20], predict the reactants needed to synthesize it. The reactants are: P(Cl)(Cl)(Cl)=O.[C:6]1([CH:12]=[CH:13][C:14]([CH3:17])(O)[CH3:15])[CH:11]=[CH:10][CH:9]=[CH:8][CH:7]=1.[C:18]([O-:21])(=[O:20])C.[Na+]. (2) The reactants are: Cl[C:2]1[CH:30]=[CH:29][C:5]([C:6]([NH:8][CH2:9][CH2:10][NH:11][C:12]([C:14]2[C:15]([C:25]([F:28])([F:27])[F:26])=[N:16][N:17]([C:19]3[CH:24]=[CH:23][CH:22]=[CH:21][CH:20]=3)[CH:18]=2)=[O:13])=[O:7])=[CH:4][N:3]=1.[Br-].[CH2:32]([Zn+])[CH2:33][CH3:34]. Given the product [C:19]1([N:17]2[CH:18]=[C:14]([C:12]([NH:11][CH2:10][CH2:9][NH:8][C:6](=[O:7])[C:5]3[CH:29]=[CH:30][C:2]([CH2:32][CH2:33][CH3:34])=[N:3][CH:4]=3)=[O:13])[C:15]([C:25]([F:28])([F:27])[F:26])=[N:16]2)[CH:24]=[CH:23][CH:22]=[CH:21][CH:20]=1, predict the reactants needed to synthesize it. (3) Given the product [CH2:17]([NH:20][C:21]1[C:30]2[C:25](=[CH:26][CH:27]=[CH:28][CH:29]=2)[N:24]=[C:23]([Cl:31])[C:22]=1[NH2:32])[CH:18]=[CH2:19], predict the reactants needed to synthesize it. The reactants are: C(=O)([O-])[O-].[K+].[K+].S(S([O-])(=O)=O)([O-])(=O)=O.[Na+].[Na+].[CH2:17]([NH:20][C:21]1[C:30]2[C:25](=[CH:26][CH:27]=[CH:28][CH:29]=2)[N:24]=[C:23]([Cl:31])[C:22]=1[N+:32]([O-])=O)[CH:18]=[CH2:19]. (4) The reactants are: [N:1]1([CH2:10][C:11]2[CH:19]=[CH:18][C:14]([C:15]([OH:17])=O)=[CH:13][CH:12]=2)[C:5]2[CH:6]=[CH:7][CH:8]=[CH:9][C:4]=2[N:3]=[CH:2]1.[N:20]1[CH:25]=[CH:24][CH:23]=[CH:22][C:21]=1[NH2:26]. Given the product [N:1]1([CH2:10][C:11]2[CH:12]=[CH:13][C:14]([C:15]([NH:26][C:21]3[CH:22]=[CH:23][CH:24]=[CH:25][N:20]=3)=[O:17])=[CH:18][CH:19]=2)[C:5]2[CH:6]=[CH:7][CH:8]=[CH:9][C:4]=2[N:3]=[CH:2]1, predict the reactants needed to synthesize it. (5) Given the product [F:26][C:21]1[CH:20]=[C:19]([N:11]2[C:12]3[C:13](=[N:14][CH:15]=[CH:16][CH:17]=3)[N:18]=[C:10]2[CH:8]([NH2:7])[CH3:9])[CH:24]=[C:23]([F:25])[CH:22]=1, predict the reactants needed to synthesize it. The reactants are: C(OC(=O)[NH:7][CH:8]([C:10]1[N:11]([C:19]2[CH:24]=[C:23]([F:25])[CH:22]=[C:21]([F:26])[CH:20]=2)[C:12]2[C:13]([N:18]=1)=[N:14][CH:15]=[CH:16][CH:17]=2)[CH3:9])(C)(C)C.FC1C=C(N2C3C(=NC=CC=3)N=C2C(NC(=O)C)C)C=C(F)C=1. (6) Given the product [OH:14][C:3]1[CH:4]=[CH:5][C:6]([C:8]2[CH:13]=[CH:12][CH:11]=[CH:10][CH:9]=2)=[CH:7][C:2]=1[NH:1][C:21]1[C:22]([N+:28]([O-:30])=[O:29])=[CH:23][C:24]([N+:25]([O-:27])=[O:26])=[CH:16][C:17]=1[C:18]([OH:20])=[O:19], predict the reactants needed to synthesize it. The reactants are: [NH2:1][C:2]1[CH:7]=[C:6]([C:8]2[CH:13]=[CH:12][CH:11]=[CH:10][CH:9]=2)[CH:5]=[CH:4][C:3]=1[OH:14].Cl[C:16]1[C:24]([N+:25]([O-:27])=[O:26])=[CH:23][C:22]([N+:28]([O-:30])=[O:29])=[CH:21][C:17]=1[C:18]([OH:20])=[O:19].CC([O-])=O.[Na+].[OH-].[Na+].